Dataset: Full USPTO retrosynthesis dataset with 1.9M reactions from patents (1976-2016). Task: Predict the reactants needed to synthesize the given product. (1) Given the product [CH3:15][O:7][C:6](=[O:8])[C:5]1[CH:9]=[CH:10][C:2]([NH2:1])=[C:3]([N+:11]([O-:13])=[O:12])[CH:4]=1, predict the reactants needed to synthesize it. The reactants are: [NH2:1][C:2]1[CH:10]=[CH:9][C:5]([C:6]([OH:8])=[O:7])=[CH:4][C:3]=1[N+:11]([O-:13])=[O:12].[Cl-].[CH3:15]O. (2) Given the product [Si:22]([O:29][C@@H:30]1[CH2:31][CH2:32][C@H:33]([CH2:36][N:21]2[C:4]3[C:3]([O:2][CH3:1])=[N:8][C:7]([N:9]4[CH:13]=[C:12]([C:14]([O:16][CH2:17][CH3:18])=[O:15])[CH:11]=[N:10]4)=[N:6][C:5]=3[CH:19]=[N:20]2)[CH2:34][CH2:35]1)([C:25]([CH3:28])([CH3:27])[CH3:26])([CH3:24])[CH3:23], predict the reactants needed to synthesize it. The reactants are: [CH3:1][O:2][C:3]1[C:4]2[NH:21][N:20]=[CH:19][C:5]=2[N:6]=[C:7]([N:9]2[CH:13]=[C:12]([C:14]([O:16][CH2:17][CH3:18])=[O:15])[CH:11]=[N:10]2)[N:8]=1.[Si:22]([O:29][C@@H:30]1[CH2:35][CH2:34][C@H:33]([CH2:36]O)[CH2:32][CH2:31]1)([C:25]([CH3:28])([CH3:27])[CH3:26])([CH3:24])[CH3:23].C1(P(C2C=CC=CC=2)C2C=CC=CC=2)C=CC=CC=1.N(C(OC(C)C)=O)=NC(OC(C)C)=O.